This data is from Full USPTO retrosynthesis dataset with 1.9M reactions from patents (1976-2016). The task is: Predict the reactants needed to synthesize the given product. (1) Given the product [CH3:31][Si:32]([C:35]#[C:36][C:2]1[CH:3]=[CH:4][C:5]2[N:9]=[C:8]([CH2:10][NH:11][C:12](=[O:18])[O:13][C:14]([CH3:17])([CH3:16])[CH3:15])[NH:7][C:6]=2[CH:19]=1)([CH3:34])[CH3:33], predict the reactants needed to synthesize it. The reactants are: I[C:2]1[CH:3]=[CH:4][C:5]2[N:9]=[C:8]([CH2:10][NH:11][C:12](=[O:18])[O:13][C:14]([CH3:17])([CH3:16])[CH3:15])[NH:7][C:6]=2[CH:19]=1.C(OCC)(=O)C.C(=O)([O-])O.[Na+].[CH3:31][Si:32]([C:35]#[CH:36])([CH3:34])[CH3:33]. (2) Given the product [C:21]([C:20]1[CH:23]=[CH:24][C:17]([C:16]2[C:5]3[C:4]4[CH:3]=[C:2]([O:1][CH:33]([C:37]5[CH:42]=[CH:41][C:40]([F:43])=[CH:39][CH:38]=5)[C:34]([NH2:36])=[O:35])[C:11]([O:12][CH3:13])=[CH:10][C:9]=4[N:8]=[CH:7][C:6]=3[N:14]([CH3:25])[N:15]=2)=[CH:18][CH:19]=1)#[N:22], predict the reactants needed to synthesize it. The reactants are: [OH:1][C:2]1[C:11]([O:12][CH3:13])=[CH:10][C:9]2[N:8]=[CH:7][C:6]3[N:14]([CH3:25])[N:15]=[C:16]([C:17]4[CH:24]=[CH:23][C:20]([C:21]#[N:22])=[CH:19][CH:18]=4)[C:5]=3[C:4]=2[CH:3]=1.C(=O)([O-])[O-].[K+].[K+].Br[CH:33]([C:37]1[CH:42]=[CH:41][C:40]([F:43])=[CH:39][CH:38]=1)[C:34]([NH2:36])=[O:35].O. (3) The reactants are: [Cl:1][C:2]1[C:7]([CH2:8]C)=[CH:6][C:5]([B:10]2[O:14]C(C)(C)C(C)(C)O2)=[C:4]([C:19]([O:22]COCC)([CH3:21])[CH3:20])[CH:3]=1.Cl.O. Given the product [Cl:1][C:2]1[C:7]([CH3:8])=[CH:6][C:5]2[B:10]([OH:14])[O:22][C:19]([CH3:20])([CH3:21])[C:4]=2[CH:3]=1, predict the reactants needed to synthesize it.